Dataset: Catalyst prediction with 721,799 reactions and 888 catalyst types from USPTO. Task: Predict which catalyst facilitates the given reaction. Reactant: [CH2:1]([C:3]1[C:4]([C:12]2[O:13][CH:14]=[CH:15][CH:16]=2)=[N:5][C:6]([NH2:11])=[N:7][C:8]=1[S:9][CH3:10])[CH3:2].C1(C2[O:25]N2S(C2C=CC=CC=2)(=O)=O)C=CC=CC=1. Product: [CH2:1]([C:3]1[C:4]([C:12]2[O:13][CH:14]=[CH:15][CH:16]=2)=[N:5][C:6]([NH2:11])=[N:7][C:8]=1[S:9]([CH3:10])=[O:25])[CH3:2]. The catalyst class is: 4.